This data is from Full USPTO retrosynthesis dataset with 1.9M reactions from patents (1976-2016). The task is: Predict the reactants needed to synthesize the given product. (1) Given the product [N:40]([CH2:31][C:27]1[CH:26]=[C:25]([CH:30]=[CH:29][CH:28]=1)[C:24]([NH:23][C:12]1[CH:13]=[CH:14][C:15]([N:17]2[CH2:22][CH2:21][CH2:20][CH2:19][CH2:18]2)=[CH:16][C:11]=1[C:9]([NH:8]/[N:7]=[CH:6]/[C:5]1[CH:34]=[CH:35][C:2]([Cl:1])=[C:3]([C:36]([F:39])([F:38])[F:37])[CH:4]=1)=[O:10])=[O:33])=[N+:41]=[N-:42], predict the reactants needed to synthesize it. The reactants are: [Cl:1][C:2]1[CH:35]=[CH:34][C:5](/[CH:6]=[N:7]/[NH:8][C:9]([C:11]2[CH:16]=[C:15]([N:17]3[CH2:22][CH2:21][CH2:20][CH2:19][CH2:18]3)[CH:14]=[CH:13][C:12]=2[NH:23][C:24](=[O:33])[C:25]2[CH:30]=[CH:29][CH:28]=[C:27]([CH2:31]Cl)[CH:26]=2)=[O:10])=[CH:4][C:3]=1[C:36]([F:39])([F:38])[F:37].[N-:40]=[N+:41]=[N-:42].[Na+]. (2) Given the product [CH2:1]([NH:8][C:9]([N:11]1[C@H:16]2[CH2:17][N:18]([CH2:31][C:32]3[CH:37]=[CH:36][CH:35]=[C:34]([N:50]4[CH2:53][CH:52]([N:54]5[CH2:59][CH2:58][N:57]([CH3:60])[C@H:56]([CH3:61])[CH2:55]5)[CH2:51]4)[N:33]=3)[C:19](=[O:30])[C@H:20]([CH2:21][C:22]3[CH:27]=[CH:26][C:25]([OH:28])=[CH:24][C:23]=3[F:29])[N:15]2[C:14](=[O:39])[CH2:13][N:12]1[CH2:40][CH:41]=[CH2:42])=[O:10])[C:2]1[CH:7]=[CH:6][CH:5]=[CH:4][CH:3]=1, predict the reactants needed to synthesize it. The reactants are: [CH2:1]([NH:8][C:9]([N:11]1[C@H:16]2[CH2:17][N:18]([CH2:31][C:32]3[CH:37]=[CH:36][CH:35]=[C:34](F)[N:33]=3)[C:19](=[O:30])[C@H:20]([CH2:21][C:22]3[CH:27]=[CH:26][C:25]([OH:28])=[CH:24][C:23]=3[F:29])[N:15]2[C:14](=[O:39])[CH2:13][N:12]1[CH2:40][CH:41]=[CH2:42])=[O:10])[C:2]1[CH:7]=[CH:6][CH:5]=[CH:4][CH:3]=1.CN1C(=O)CCC1.[NH:50]1[CH2:53][CH:52]([N:54]2[CH2:59][CH2:58][N:57]([CH3:60])[C@H:56]([CH3:61])[CH2:55]2)[CH2:51]1.C(C1C=CC=CC=1)C1C=CC=CC=1. (3) The reactants are: [NH2:1][C:2]1[N:3]=[C:4]([N:10]2[CH2:15][CH2:14][CH:13]([O:16][C:17]3[CH:22]=[CH:21][CH:20]=[CH:19][C:18]=3[C:23]([F:26])([F:25])[F:24])[CH2:12][CH2:11]2)[S:5][C:6]=1[C:7]([NH2:9])=[O:8].[CH3:27]OC(OC)OC.CC1C=CC(S(O)(=O)=O)=CC=1.O. Given the product [F:24][C:23]([F:26])([F:25])[C:18]1[CH:19]=[CH:20][CH:21]=[CH:22][C:17]=1[O:16][CH:13]1[CH2:12][CH2:11][N:10]([C:4]2[S:5][CH:6]3[C:7](=[O:8])[NH:9][CH:27]=[N:1][CH:2]3[N:3]=2)[CH2:15][CH2:14]1, predict the reactants needed to synthesize it.